From a dataset of Reaction yield outcomes from USPTO patents with 853,638 reactions. Predict the reaction yield, written as a fraction of the theoretical maximum amount of product (1.0 means a 100% yield; for example, 0.34 means a 34% yield). (1) The reactants are Br[C:2]1[N:3]=[CH:4][NH:5][CH:6]=1.[OH:7][CH2:8][C:9]1[CH:14]=[CH:13][CH:12]=[CH:11][C:10]=1B(O)O.C1C=CC(P(C2C=CC=CC=2)C2C=CC=CC=2)=CC=1.C(=O)([O-])[O-].[K+].[K+]. The catalyst is CC([O-])=O.CC([O-])=O.[Pd+2].O.C(O)CC. The product is [NH:5]1[CH:6]=[C:2]([C:10]2[CH:11]=[CH:12][CH:13]=[CH:14][C:9]=2[CH2:8][OH:7])[N:3]=[CH:4]1. The yield is 0.370. (2) The reactants are [C:1]([C:4]1[CH:5]=[CH:6][C:7]([C:22]2[CH:27]=[CH:26][CH:25]=[C:24]([N:28]3[C:37](=[O:38])[C:36]4[C:31](=[CH:32][CH:33]=[CH:34][CH:35]=4)[N:30]=[CH:29]3)[C:23]=2[CH3:39])=[C:8]2[C:12]=1[NH:11][C:10]1[CH:13]=[N:14][C:15]([C:17]([O:19]CC)=[O:18])=[CH:16][C:9]2=1)(=[O:3])[NH2:2].O.[OH-].[Li+]. The catalyst is C1COCC1.C(O)C.O. The product is [C:1]([C:4]1[CH:5]=[CH:6][C:7]([C:22]2[CH:27]=[CH:26][CH:25]=[C:24]([N:28]3[C:37](=[O:38])[C:36]4[C:31](=[CH:32][CH:33]=[CH:34][CH:35]=4)[N:30]=[CH:29]3)[C:23]=2[CH3:39])=[C:8]2[C:12]=1[NH:11][C:10]1[CH:13]=[N:14][C:15]([C:17]([OH:19])=[O:18])=[CH:16][C:9]2=1)(=[O:3])[NH2:2]. The yield is 0.760.